This data is from Cav3 T-type calcium channel HTS with 100,875 compounds. The task is: Binary Classification. Given a drug SMILES string, predict its activity (active/inactive) in a high-throughput screening assay against a specified biological target. (1) The molecule is o1c(NC2=NC(C(=C(N2)C)C(=O)Nc2ccccc2)c2ccc(cc2)C)nc2c1cccc2. The result is 0 (inactive). (2) The molecule is S(C=1NC(=O)C(C(c2c(cccc2)C)C1C#N)C(OCC)=O)CCCC. The result is 0 (inactive). (3) The molecule is S=C(Nc1c([N+]([O-])=O)cc(OCC)cc1)NC(=O)/C=C\c1cc(OC)c(OC)cc1. The result is 0 (inactive). (4) The compound is O1N=C(CC21CC(N(C2)C(=O)CC)C(=O)N)c1cc(NC(=O)CCCCC)ccc1. The result is 0 (inactive). (5) The result is 0 (inactive). The molecule is Clc1c(S(=O)(=O)NCc2ncccc2)cc(Cl)c(OC)c1. (6) The drug is Brc1ccc(NC(=O)CC2Sc3n(ncn3)C2=O)cc1. The result is 0 (inactive). (7) The compound is S(=O)(=O)(N(CC(=O)N1CCN(CC1)c1ccccc1)C)c1c(OC)ccc(OC)c1. The result is 0 (inactive). (8) The molecule is O1C2(OCC1)CCN(CC2)C(=O)c1c2c(n(c3c2cccc3)C)c(=O)n(c1)CC(C)C. The result is 0 (inactive).